From a dataset of Reaction yield outcomes from USPTO patents with 853,638 reactions. Predict the reaction yield, written as a fraction of the theoretical maximum amount of product (1.0 means a 100% yield; for example, 0.34 means a 34% yield). (1) The reactants are [NH2:1][C:2]1[N:7]=[C:6]([CH2:8][O:9][C:10]2[C:19]3[C:14](=[CH:15][CH:16]=[CH:17][CH:18]=3)[C:13]([NH:20][C:21]([NH:23][C:24]3[N:28]([C:29]4[CH:34]=[CH:33][C:32]([CH3:35])=[CH:31][CH:30]=4)[N:27]=[C:26]([C:36]([CH3:39])([CH3:38])[CH3:37])[CH:25]=3)=[O:22])=[CH:12][CH:11]=2)[CH:5]=[CH:4][N:3]=1.[CH3:40][O:41][CH2:42][C:43](Cl)=[O:44].CCN(C(C)C)C(C)C. The catalyst is C(Cl)Cl.CN(C=O)C. The product is [C:36]([C:26]1[CH:25]=[C:24]([NH:23][C:21](=[O:22])[NH:20][C:13]2[C:14]3[C:19](=[CH:18][CH:17]=[CH:16][CH:15]=3)[C:10]([O:9][CH2:8][C:6]3[CH:5]=[CH:4][N:3]=[C:2]([NH:1][C:43](=[O:44])[CH2:42][O:41][CH3:40])[N:7]=3)=[CH:11][CH:12]=2)[N:28]([C:29]2[CH:30]=[CH:31][C:32]([CH3:35])=[CH:33][CH:34]=2)[N:27]=1)([CH3:39])([CH3:38])[CH3:37]. The yield is 0.190. (2) The reactants are CC(O)=O.CCO.[Br:8][C:9]1[CH:10]=[C:11]([O:18][C@@H:19]([C:21]2[C:26]([Cl:27])=[CH:25][CH:24]=[C:23]([F:28])[C:22]=2[Cl:29])[CH3:20])[C:12]([N+:15]([O-])=O)=[N:13][CH:14]=1.C(=O)([O-])[O-].[Na+].[Na+]. The catalyst is [Fe].O.C(OCC)C. The product is [Br:8][C:9]1[CH:10]=[C:11]([O:18][C@@H:19]([C:21]2[C:26]([Cl:27])=[CH:25][CH:24]=[C:23]([F:28])[C:22]=2[Cl:29])[CH3:20])[C:12]([NH2:15])=[N:13][CH:14]=1. The yield is 0.840. (3) The reactants are C(=O)(OC(C)(C)C)[O:2][C:3]1[N:7]([C:8]2[N:13]=[CH:12][CH:11]=[CH:10][N:9]=2)[N:6]=[C:5]([C:14]2[CH:19]=[CH:18][C:17]([C:20]3[CH:25]=[CH:24][CH:23]=[CH:22][CH:21]=3)=[CH:16][CH:15]=2)[CH:4]=1.C(=O)(OC(C)(C)C)OC1N(C2C=CC=CN=2)N=C(C2C=CC(C3C=CC=CC=3)=CC=2)C=1. No catalyst specified. The product is [C:17]1([C:20]2[CH:21]=[CH:22][CH:23]=[CH:24][CH:25]=2)[CH:18]=[CH:19][C:14]([C:5]2[CH:4]=[C:3]([OH:2])[N:7]([C:8]3[N:9]=[CH:10][CH:11]=[CH:12][N:13]=3)[N:6]=2)=[CH:15][CH:16]=1. The yield is 0.920. (4) The reactants are [C:1]([NH:4][C:5]1[NH:9][N:8]=[C:7]([Br:10])[C:6]=1[C:11]([O:13][CH2:14][CH3:15])=[O:12])(=[O:3])[CH3:2].C1(P(C2C=CC=CC=2)C2C=CC=CC=2)C=CC=CC=1.O[CH:36]1[CH2:41][CH2:40][CH2:39][N:38]([C:42]([O:44][C:45]([CH3:48])([CH3:47])[CH3:46])=[O:43])[CH2:37]1.N(C(OC(C)C)=O)=NC(OC(C)C)=O.[Cl-].[NH4+]. The catalyst is C(OCC)C. The product is [C:1]([NH:4][C:5]1[N:9]([CH:40]2[CH2:41][CH2:36][CH2:37][N:38]([C:42]([O:44][C:45]([CH3:48])([CH3:47])[CH3:46])=[O:43])[CH2:39]2)[N:8]=[C:7]([Br:10])[C:6]=1[C:11]([O:13][CH2:14][CH3:15])=[O:12])(=[O:3])[CH3:2]. The yield is 0.150. (5) The yield is 0.570. No catalyst specified. The product is [CH:8]([NH:7][CH2:6][C:5]1[CH:11]=[CH:12][C:2]([C:32]2[C:33]3[C:34]4[CH:47]=[CH:46][S:45][C:35]=4[C:36](=[O:44])[NH:37][C:38]=3[CH:39]=[CH:40][C:41]=2[O:42][CH3:43])=[CH:3][CH:4]=1)([CH3:10])[CH3:9]. The reactants are Br[C:2]1[CH:12]=[CH:11][C:5]([CH2:6][NH:7][CH:8]([CH3:10])[CH3:9])=[CH:4][CH:3]=1.B1(B2OC(C)(C)C(C)(C)O2)OC(C)(C)C(C)(C)O1.Br[C:32]1[C:33]2[C:34]3[CH:47]=[CH:46][S:45][C:35]=3[C:36](=[O:44])[NH:37][C:38]=2[CH:39]=[CH:40][C:41]=1[O:42][CH3:43]. (6) The catalyst is CS(C)=O. The yield is 0.250. The reactants are Cl[C:2]1[S:6][C:5]([C:7]2[CH:12]=[CH:11][N:10]=[C:9]([NH:13][C:14]3[CH:19]=[C:18]([O:20][CH3:21])[C:17]([O:22][CH3:23])=[C:16]([O:24][CH3:25])[CH:15]=3)[N:8]=2)=[N:4][CH:3]=1.[NH:26]1[CH2:31][CH2:30][NH:29][CH2:28][CH2:27]1. The product is [N:26]1([C:2]2[S:6][C:5]([C:7]3[CH:12]=[CH:11][N:10]=[C:9]([NH:13][C:14]4[CH:19]=[C:18]([O:20][CH3:21])[C:17]([O:22][CH3:23])=[C:16]([O:24][CH3:25])[CH:15]=4)[N:8]=3)=[N:4][CH:3]=2)[CH2:31][CH2:30][NH:29][CH2:28][CH2:27]1. (7) The reactants are [CH3:1][NH:2][C:3]([N:5]1[CH2:10][CH2:9][CH2:8][CH2:7][CH:6]1[C:11]1[N:12]=[N:13][N:14]([C:16]2[CH:21]=[CH:20][CH:19]=[C:18]([Cl:22])[CH:17]=2)[N:15]=1)=[S:4].I[CH3:24]. The catalyst is CO. The product is [CH3:24][S:4][C:3]([N:5]1[CH2:10][CH2:9][CH2:8][CH2:7][CH:6]1[C:11]1[N:12]=[N:13][N:14]([C:16]2[CH:21]=[CH:20][CH:19]=[C:18]([Cl:22])[CH:17]=2)[N:15]=1)=[N:2][CH3:1]. The yield is 1.00. (8) The yield is 0.140. The reactants are [F:1][C:2]1[CH:7]=[C:6]([C:8]2[CH:13]=[CH:12][N:11]=[C:10]3[NH:14][C:15]([C:17]4[CH:18]=[N:19][N:20]([CH3:22])[CH:21]=4)=[N:16][C:9]=23)[CH:5]=[CH:4][C:3]=1[CH2:23][NH2:24].[C:25]([C:29]1[O:33][N:32]=[C:31]([C:34](O)=[O:35])[CH:30]=1)([CH3:28])([CH3:27])[CH3:26]. No catalyst specified. The product is [C:25]([C:29]1[O:33][N:32]=[C:31]([C:34]([NH:24][CH2:23][C:3]2[CH:4]=[CH:5][C:6]([C:8]3[CH:13]=[CH:12][N:11]=[C:10]4[NH:14][C:15]([C:17]5[CH:18]=[N:19][N:20]([CH3:22])[CH:21]=5)=[N:16][C:9]=34)=[CH:7][C:2]=2[F:1])=[O:35])[CH:30]=1)([CH3:28])([CH3:26])[CH3:27].